Predict the product of the given reaction. From a dataset of Forward reaction prediction with 1.9M reactions from USPTO patents (1976-2016). (1) Given the reactants [NH2:1][C:2]1[CH:3]=[CH:4][C:5]([CH3:8])=[N:6][CH:7]=1.[N:9]([O-])=O.[Na+].O.O.[Sn](Cl)Cl.[OH-].[K+], predict the reaction product. The product is: [NH:1]([C:2]1[CH:3]=[CH:4][C:5]([CH3:8])=[N:6][CH:7]=1)[NH2:9]. (2) Given the reactants FF.[Br:3][CH2:4][CH2:5][C:6]1[C:7](C(O)=O)=[CH:8][CH:9]=[CH:10][CH:11]=1.C1CCC(N=C=NC2CCCCC2)CC1.[C:30]([O-:33])([O-])=[O:31].[K+].[K+].N(CCN)=[N+]=[N-], predict the reaction product. The product is: [Br:3][CH2:4][CH2:5][C:6]1[CH:7]=[CH:8][C:9]([C:30]([OH:33])=[O:31])=[CH:10][CH:11]=1. (3) Given the reactants [NH2:1][C:2]1[CH:10]=[CH:9][C:5]([C:6]([OH:8])=O)=[CH:4][C:3]=1[Cl:11].CCN(C(C)C)C(C)C.Cl.CN(C)CCCN=C=NCC.ON1C2C=CC=CC=2N=N1.[NH2:43][C:44]1[S:45][CH:46]=[CH:47][N:48]=1, predict the reaction product. The product is: [NH2:1][C:2]1[CH:10]=[CH:9][C:5]([C:6]([NH:43][C:44]2[S:45][CH:46]=[CH:47][N:48]=2)=[O:8])=[CH:4][C:3]=1[Cl:11]. (4) Given the reactants [C@@H:1]12[CH2:6][C@@H:5]1[CH2:4][NH:3][C@@H:2]2[CH2:7][NH:8][C:9](=[O:14])[C:10]([F:13])([F:12])[F:11].[Cl:15][C:16]1[CH:17]=[C:18]([C:22]2[S:26][C:25]([CH3:27])=[N:24][C:23]=2[C:28](O)=[O:29])[CH:19]=[CH:20][CH:21]=1, predict the reaction product. The product is: [Cl:15][C:16]1[CH:17]=[C:18]([C:22]2[S:26][C:25]([CH3:27])=[N:24][C:23]=2[C:28]([N:3]2[CH2:4][C@@H:5]3[C@@H:1]([CH2:6]3)[C@H:2]2[CH2:7][NH:8][C:9](=[O:14])[C:10]([F:12])([F:11])[F:13])=[O:29])[CH:19]=[CH:20][CH:21]=1. (5) Given the reactants [Cl:1][C:2]1[CH:9]=[C:8](B2OC(C)(C)C(C)(C)O2)[CH:7]=[CH:6][C:3]=1[C:4]#[N:5].Br[C:20]1[CH:21]=[N:22][CH:23]=[C:24]([Cl:28])[C:25]=1[CH2:26][OH:27].C(Cl)Cl.C([O-])([O-])=O.[Na+].[Na+], predict the reaction product. The product is: [Cl:1][C:2]1[CH:9]=[C:8]([C:20]2[CH:21]=[N:22][CH:23]=[C:24]([Cl:28])[C:25]=2[CH2:26][OH:27])[CH:7]=[CH:6][C:3]=1[C:4]#[N:5]. (6) Given the reactants [OH:1][CH2:2][CH2:3][NH:4][CH:5]1[CH2:10][CH2:9][N:8]([C:11]([O:13][CH2:14][C:15]2[CH:20]=[CH:19][CH:18]=[CH:17][CH:16]=2)=[O:12])[CH2:7][CH2:6]1.C(N([CH2:26][CH3:27])CC)C.ClCC(Cl)=[O:31], predict the reaction product. The product is: [O:31]=[C:3]1[CH2:2][O:1][CH2:27][CH2:26][N:4]1[CH:5]1[CH2:10][CH2:9][N:8]([C:11]([O:13][CH2:14][C:15]2[CH:16]=[CH:17][CH:18]=[CH:19][CH:20]=2)=[O:12])[CH2:7][CH2:6]1.